This data is from Forward reaction prediction with 1.9M reactions from USPTO patents (1976-2016). The task is: Predict the product of the given reaction. (1) The product is: [CH:4]1([C:3]2[N:15]=[N:14][N:13]([CH2:12][C:11]3[CH:16]=[CH:17][CH:18]=[C:9]([C:8]([F:7])([F:20])[F:19])[CH:10]=3)[C:2]=2[I:1])[CH2:6][CH2:5]1. Given the reactants [I:1][C:2]#[C:3][CH:4]1[CH2:6][CH2:5]1.[F:7][C:8]([F:20])([F:19])[C:9]1[CH:10]=[C:11]([CH:16]=[CH:17][CH:18]=1)[CH2:12][N:13]=[N+:14]=[N-:15], predict the reaction product. (2) The product is: [C:22]([NH:26][S:27]([C:30]1[CH:38]=[C:34]([C:35]([N:1]2[CH2:2][CH2:3][C:4]([CH2:5][CH2:6][O:7][Si:8]([C:11]([CH3:12])([CH3:13])[CH3:14])([CH3:9])[CH3:10])([C:16]3[CH:17]=[CH:18][CH:19]=[CH:20][CH:21]=3)[O:15][CH2:41]2)=[O:36])[C:33]([Cl:39])=[CH:32][C:31]=1[F:40])(=[O:29])=[O:28])([CH3:25])([CH3:24])[CH3:23]. Given the reactants [NH2:1][CH2:2][CH2:3][C:4]([C:16]1[CH:21]=[CH:20][CH:19]=[CH:18][CH:17]=1)([OH:15])[CH2:5][CH2:6][O:7][Si:8]([C:11]([CH3:14])([CH3:13])[CH3:12])([CH3:10])[CH3:9].[C:22]([NH:26][S:27]([C:30]1[C:31]([F:40])=[CH:32][C:33]([Cl:39])=[C:34]([CH:38]=1)[C:35](O)=[O:36])(=[O:29])=[O:28])([CH3:25])([CH3:24])[CH3:23].[CH:41](N(C(C)C)CC)(C)C.CN(C(ON1N=NC2C=CC=NC1=2)=[N+](C)C)C.F[P-](F)(F)(F)(F)F.C([O-])(O)=O.[Na+], predict the reaction product. (3) Given the reactants Br[C:2]1[CH:7]=[CH:6][C:5]([N:8]2[C:12]3[N:13]=[CH:14][N:15]([CH2:18][C:19]4([OH:34])[CH2:24][CH2:23][N:22]([C:25]([C:27]5[CH:32]=[CH:31][C:30]([CH3:33])=[CH:29][CH:28]=5)=[O:26])[CH2:21][CH2:20]4)[C:16](=[O:17])[C:11]=3[CH:10]=[N:9]2)=[CH:4][CH:3]=1.C(=O)([O-])[O-].[K+].[K+].Cl.[CH2:42]([O:49][CH2:50][CH2:51][O:52][C:53]1[CH:54]=[N:55][NH:56][CH:57]=1)[C:43]1[CH:48]=[CH:47][CH:46]=[CH:45][CH:44]=1.CN[C@@H]1CCCC[C@H]1NC, predict the reaction product. The product is: [CH2:42]([O:49][CH2:50][CH2:51][O:52][C:53]1[CH:57]=[N:56][N:55]([C:2]2[CH:7]=[CH:6][C:5]([N:8]3[C:12]4[N:13]=[CH:14][N:15]([CH2:18][C:19]5([OH:34])[CH2:24][CH2:23][N:22]([C:25]([C:27]6[CH:32]=[CH:31][C:30]([CH3:33])=[CH:29][CH:28]=6)=[O:26])[CH2:21][CH2:20]5)[C:16](=[O:17])[C:11]=4[CH:10]=[N:9]3)=[CH:4][CH:3]=2)[CH:54]=1)[C:43]1[CH:44]=[CH:45][CH:46]=[CH:47][CH:48]=1.